Dataset: Full USPTO retrosynthesis dataset with 1.9M reactions from patents (1976-2016). Task: Predict the reactants needed to synthesize the given product. (1) Given the product [F:1][C:2]1[CH:7]=[CH:6][C:5]([CH:8]2[C:17]([CH3:19])([CH3:18])[CH2:16][C:15]3[C:10](=[CH:11][CH:12]=[C:13]([C:21]([O:23][CH3:24])=[O:22])[CH:14]=3)[NH:9]2)=[CH:4][C:3]=1[N+:25]([O-:27])=[O:26], predict the reactants needed to synthesize it. The reactants are: [F:1][C:2]1[CH:7]=[CH:6][C:5]([CH:8]2[C:17]([CH3:19])([CH3:18])[CH:16](O)[C:15]3[C:10](=[CH:11][CH:12]=[C:13]([C:21]([O:23][CH3:24])=[O:22])[CH:14]=3)[NH:9]2)=[CH:4][C:3]=1[N+:25]([O-:27])=[O:26].C([SiH](CC)CC)C.FC(F)(F)C(O)=O. (2) Given the product [CH3:18][N:12]1[CH:13]=[C:14]([N+:15]([O-:17])=[O:16])[C:10]([N:2]2[CH2:8][CH2:7][CH:6]=[CH:5][CH2:4][CH2:3]2)=[N:11]1, predict the reactants needed to synthesize it. The reactants are: Cl.[NH:2]1[CH2:8][CH2:7][CH:6]=[CH:5][CH2:4][CH2:3]1.Cl[C:10]1[C:14]([N+:15]([O-:17])=[O:16])=[CH:13][N:12]([CH3:18])[N:11]=1.[F-].[K+].O. (3) Given the product [Br:27][C:23]1[CH:22]=[C:21]([C:5]2[CH:6]=[CH:7][C:8]3[C:9]4[C:14]([C:15]5[C:16]=3[C:4]=2[CH:3]=[CH:2][CH:1]=5)=[CH:13][CH:12]=[CH:11][CH:10]=4)[CH:26]=[CH:25][CH:24]=1, predict the reactants needed to synthesize it. The reactants are: [CH:1]1[C:15]2=[C:16]3[C:8]([C:9]4[C:14]2=[CH:13][CH:12]=[CH:11][CH:10]=4)=[CH:7][CH:6]=[CH:5][C:4]3=[C:3](B(O)O)[CH:2]=1.I[C:21]1[CH:22]=[C:23]([Br:27])[CH:24]=[CH:25][CH:26]=1.C(=O)([O-])[O-].[Na+].[Na+]. (4) Given the product [Cl:11][C:6]1[CH:5]=[C:4]([CH:9]=[CH:8][C:7]=1[NH:10][NH2:13])[C:3]([O:2][CH3:1])=[O:12], predict the reactants needed to synthesize it. The reactants are: [CH3:1][O:2][C:3](=[O:12])[C:4]1[CH:9]=[CH:8][C:7]([NH2:10])=[C:6]([Cl:11])[CH:5]=1.[N:13]([O-])=O.[Na+].[Sn](Cl)Cl.[OH-].[Na+]. (5) Given the product [Br:1][C:2]1[CH:3]=[C:4]([C:8]([F:34])([F:35])[C@H:9]([OH:33])/[CH:10]=[CH:11]/[C@H:12]2[CH2:17][CH2:16][O:15][C:14](=[O:18])[N:13]2[CH2:19][CH2:20][C:21]2[CH:22]=[CH:23][C:24]([C:25]([O:27][CH:28]([CH3:29])[CH3:30])=[O:26])=[CH:31][CH:32]=2)[CH:5]=[CH:6][CH:7]=1, predict the reactants needed to synthesize it. The reactants are: [Br:1][C:2]1[CH:3]=[C:4]([C:8]([F:35])([F:34])[C:9](=[O:33])/[CH:10]=[CH:11]/[C@H:12]2[CH2:17][CH2:16][O:15][C:14](=[O:18])[N:13]2[CH2:19][CH2:20][C:21]2[CH:32]=[CH:31][C:24]([C:25]([O:27][CH:28]([CH3:30])[CH3:29])=[O:26])=[CH:23][CH:22]=2)[CH:5]=[CH:6][CH:7]=1.C(O)=O.C(N(CC)CC)C. (6) Given the product [NH:8]1[CH2:12][CH2:11][CH2:10][C@@H:9]1[C:13]1[N:14]=[N:15][N:16]([C:18]2[CH:19]=[C:20]([CH:21]=[CH:22][CH:23]=2)[C:24]#[N:25])[N:17]=1, predict the reactants needed to synthesize it. The reactants are: C(OC([N:8]1[CH2:12][CH2:11][CH2:10][C@@H:9]1[C:13]1[N:14]=[N:15][N:16]([C:18]2[CH:23]=[CH:22][CH:21]=[C:20]([C:24]#[N:25])[CH:19]=2)[N:17]=1)=O)(C)(C)C.C(O)(C(F)(F)F)=O. (7) The reactants are: [NH2:1][C:2]1[CH:11]=[CH:10][C:5]([C:6]([O:8][CH3:9])=[O:7])=[CH:4][CH:3]=1.O=[C:13]1[CH2:18][CH2:17][N:16]([C:19]([O:21][CH2:22][C:23]2[CH:28]=[CH:27][CH:26]=[CH:25][CH:24]=2)=[O:20])[CH2:15][CH2:14]1.C(O)(=O)C.C(O[BH-](OC(=O)C)OC(=O)C)(=O)C.[Na+].[OH-].[Na+]. Given the product [CH2:22]([O:21][C:19]([N:16]1[CH2:17][CH2:18][CH:13]([NH:1][C:2]2[CH:3]=[CH:4][C:5]([C:6]([O:8][CH3:9])=[O:7])=[CH:10][CH:11]=2)[CH2:14][CH2:15]1)=[O:20])[C:23]1[CH:24]=[CH:25][CH:26]=[CH:27][CH:28]=1, predict the reactants needed to synthesize it. (8) Given the product [ClH:1].[CH3:2][NH:3][CH:11]1[CH2:16][CH2:15][N:14]([C:17]2[C:18]3[C:25]([CH3:26])=[CH:24][NH:23][C:19]=3[N:20]=[CH:21][N:22]=2)[CH2:13][CH2:12]1, predict the reactants needed to synthesize it. The reactants are: [ClH:1].[CH3:2][N:3]([CH:11]1[CH2:16][CH2:15][N:14]([C:17]2[C:18]3[C:25]([CH3:26])=[CH:24][NH:23][C:19]=3[N:20]=[CH:21][N:22]=2)[CH2:13][CH2:12]1)C(=O)OC(C)(C)C. (9) Given the product [CH3:4][C:3]([C:6]1[CH:11]=[CH:10][C:9]([N+:12]([O-:14])=[O:13])=[CH:8][CH:7]=1)([CH3:5])[CH2:2][C:19]#[N:20], predict the reactants needed to synthesize it. The reactants are: Cl[CH2:2][C:3]([C:6]1[CH:11]=[CH:10][C:9]([N+:12]([O-:14])=[O:13])=[CH:8][CH:7]=1)([CH3:5])[CH3:4].C[Si]([C:19]#[N:20])(C)C.[F-].C([N+](CCCC)(CCCC)CCCC)CCC. (10) Given the product [C:25]1([C:2]2[O:3][C:4]([N:9]3[CH2:14][CH2:13][O:12][CH2:11][CH2:10]3)=[CH:5][C:6](=[O:8])[CH:7]=2)[C:26]2[S:27][C:28]3[C:19](=[CH:18][CH:17]=[CH:16][CH:15]=3)[S:20][C:21]=2[CH:22]=[CH:23][CH:24]=1, predict the reactants needed to synthesize it. The reactants are: Cl[C:2]1[O:3][C:4]([N:9]2[CH2:14][CH2:13][O:12][CH2:11][CH2:10]2)=[CH:5][C:6](=[O:8])[CH:7]=1.[C:15]1(B(O)O)[C:28]2[S:27][C:26]3[C:21](=[CH:22][CH:23]=[CH:24][CH:25]=3)[S:20][C:19]=2[CH:18]=[CH:17][CH:16]=1.C(=O)([O-])[O-].[K+].[K+].N#N.